This data is from Full USPTO retrosynthesis dataset with 1.9M reactions from patents (1976-2016). The task is: Predict the reactants needed to synthesize the given product. (1) Given the product [Br:1][C:2]1[CH:10]=[CH:9][C:5]([CH2:6][CH2:7][C:21]2[CH:22]=[CH:23][C:18]([O:17][CH3:16])=[CH:19][CH:20]=2)=[CH:4][CH:3]=1, predict the reactants needed to synthesize it. The reactants are: [Br:1][C:2]1[CH:10]=[CH:9][C:5]([CH2:6][CH2:7]Br)=[CH:4][CH:3]=1.C1COCC1.[CH3:16][O:17][C:18]1[CH:23]=[CH:22][C:21]([Mg]Br)=[CH:20][CH:19]=1. (2) Given the product [Cl:1][C:2]1[CH:22]=[CH:21][C:20]([N+:23]([O-:25])=[O:24])=[CH:19][C:3]=1[C:4]([NH:6][C:7]1[CH:12]=[CH:11][C:10]([CH2:13][C:14]([OH:16])=[O:15])=[CH:9][CH:8]=1)=[O:5], predict the reactants needed to synthesize it. The reactants are: [Cl:1][C:2]1[CH:22]=[CH:21][C:20]([N+:23]([O-:25])=[O:24])=[CH:19][C:3]=1[C:4]([NH:6][C:7]1[CH:12]=[CH:11][C:10]([CH2:13][C:14]([O:16]CC)=[O:15])=[CH:9][CH:8]=1)=[O:5].[OH-].[Na+].Cl. (3) Given the product [CH3:1][O:2][C:3]1[N:8]=[CH:7][C:6]([C:13]2[C@@:17]3([CH3:32])[CH2:18][CH2:19][C@H:20]4[C@H:29]([C@@H:16]3[CH2:15][CH:14]=2)[CH2:28][CH:27]=[C:26]2[C@:21]4([CH3:31])[CH2:22][CH2:23][C:24](=[O:30])[NH:25]2)=[CH:5][CH:4]=1, predict the reactants needed to synthesize it. The reactants are: [CH3:1][O:2][C:3]1[N:8]=[CH:7][C:6](B(O)O)=[CH:5][CH:4]=1.I[C:13]1[C@@:17]2([CH3:32])[CH2:18][CH2:19][C@H:20]3[C@H:29]([C@@H:16]2[CH2:15][CH:14]=1)[CH2:28][CH:27]=[C:26]1[C@:21]3([CH3:31])[CH2:22][CH2:23][C:24](=[O:30])[NH:25]1.